From a dataset of Peptide-MHC class I binding affinity with 185,985 pairs from IEDB/IMGT. Regression. Given a peptide amino acid sequence and an MHC pseudo amino acid sequence, predict their binding affinity value. This is MHC class I binding data. (1) The peptide sequence is DTVNRTHQY. The MHC is HLA-B07:02 with pseudo-sequence HLA-B07:02. The binding affinity (normalized) is 0.0847. (2) The peptide sequence is PDFNELFQL. The MHC is HLA-B44:02 with pseudo-sequence HLA-B44:02. The binding affinity (normalized) is 0.0501.